Dataset: Reaction yield outcomes from USPTO patents with 853,638 reactions. Task: Predict the reaction yield, written as a fraction of the theoretical maximum amount of product (1.0 means a 100% yield; for example, 0.34 means a 34% yield). (1) The reactants are [Cl:1][C:2]1[N:6]2[CH:7]=[C:8]([C:15]3[CH:16]=[N:17][NH:18][CH:19]=3)[CH:9]=[C:10]([C:11]([F:14])([F:13])[F:12])[C:5]2=[N:4][C:3]=1[C:20](O)=[O:21].[NH:23]1[CH2:28][CH2:27][CH:26]([N:29]2[C:33](=[O:34])[CH2:32][O:31][C:30]2=[O:35])[CH2:25][CH2:24]1.OC1C2N=NNC=2C=CC=1. The catalyst is CN(C=O)C.C(Cl)Cl. The product is [Cl:1][C:2]1[N:6]2[CH:7]=[C:8]([C:15]3[CH:16]=[N:17][NH:18][CH:19]=3)[CH:9]=[C:10]([C:11]([F:14])([F:13])[F:12])[C:5]2=[N:4][C:3]=1[C:20]([N:23]1[CH2:24][CH2:25][CH:26]([N:29]2[C:33](=[O:34])[CH2:32][O:31][C:30]2=[O:35])[CH2:27][CH2:28]1)=[O:21]. The yield is 0.480. (2) The catalyst is O. The yield is 0.806. The reactants are O1CCCC1.[O:6]([C:13]1[CH:14]=[C:15]([CH2:19][C:20](Cl)=[N:21][OH:22])[CH:16]=[CH:17][CH:18]=1)[C:7]1[CH:12]=[CH:11][CH:10]=[CH:9][CH:8]=1.[C:24]([C:26]1[C:27]([NH2:33])=[N:28][C:29]([NH2:32])=[CH:30][CH:31]=1)#[CH:25].C(N(CC)CC)C. The product is [O:6]([C:13]1[CH:14]=[C:15]([CH:16]=[CH:17][CH:18]=1)[CH2:19][C:20]1[CH:25]=[C:24]([C:26]2[C:27]([NH2:33])=[N:28][C:29]([NH2:32])=[CH:30][CH:31]=2)[O:22][N:21]=1)[C:7]1[CH:12]=[CH:11][CH:10]=[CH:9][CH:8]=1.